From a dataset of Full USPTO retrosynthesis dataset with 1.9M reactions from patents (1976-2016). Predict the reactants needed to synthesize the given product. (1) Given the product [Br:1][C:2]1[CH:11]=[CH:10][C:5]([C:6]([OH:8])=[O:7])=[CH:4][C:3]=1[O:12][CH3:13], predict the reactants needed to synthesize it. The reactants are: [Br:1][C:2]1[CH:11]=[CH:10][C:5]([C:6]([O:8]C)=[O:7])=[CH:4][C:3]=1[O:12][CH3:13].[OH-].[Li+]. (2) Given the product [NH2:16][C:11]1[C:10]2=[C:9]([C:17]3[CH:18]=[CH:19][C:20]4[C:24]([CH:25]=3)=[N:23][N:22]([CH2:26][C:27]3[CH:32]=[CH:31][CH:30]=[CH:29][CH:28]=3)[CH:21]=4)[CH:8]=[C:7]([CH2:6][CH:4]3[CH2:5][N:2]([CH2:34][CH2:35][OH:36])[CH2:3]3)[N:15]2[N:14]=[CH:13][N:12]=1, predict the reactants needed to synthesize it. The reactants are: Cl.[NH:2]1[CH2:5][CH:4]([CH2:6][C:7]2[N:15]3[C:10]([C:11]([NH2:16])=[N:12][CH:13]=[N:14]3)=[C:9]([C:17]3[CH:18]=[CH:19][C:20]4[C:24]([CH:25]=3)=[N:23][N:22]([CH2:26][C:27]3[CH:32]=[CH:31][CH:30]=[CH:29][CH:28]=3)[CH:21]=4)[CH:8]=2)[CH2:3]1.Br[CH2:34][CH2:35][O:36][Si](C(C)(C)C)(C)C.C(N(CC)C(C)C)(C)C. (3) Given the product [Br:21][C:13]1[C:14]2[C:20]3=[C:19]4[C:17](=[CH:16][CH:15]=2)[CH:18]=[C:5]([C:1]([CH3:4])([CH3:2])[CH3:3])[CH:6]=[C:7]4[CH:8]=[CH:9][C:10]3=[CH:11][CH:12]=1, predict the reactants needed to synthesize it. The reactants are: [C:1]([C:5]1[CH:18]=[C:17]2[C:19]3=[C:20]4[C:10]([CH:11]=[CH:12][CH:13]=[C:14]4[CH:15]=[CH:16]2)=[CH:9][CH:8]=[C:7]3[CH:6]=1)([CH3:4])([CH3:3])[CH3:2].[Br:21]N1C(=O)CCC1=O. (4) Given the product [OH:1][C:2]1[CH:10]=[C:9]([NH:11][S:12]([C:15]2[C:19]([Cl:20])=[C:18]([Cl:21])[S:17][C:16]=2[Cl:22])(=[O:14])=[O:13])[CH:8]=[CH:7][C:3]=1[C:4]([O:6][CH:32]1[CH2:33][CH2:34][N:30]([CH2:23][C:24]2[CH:29]=[CH:28][CH:27]=[CH:26][CH:25]=2)[CH2:31]1)=[O:5], predict the reactants needed to synthesize it. The reactants are: [OH:1][C:2]1[CH:10]=[C:9]([NH:11][S:12]([C:15]2[C:19]([Cl:20])=[C:18]([Cl:21])[S:17][C:16]=2[Cl:22])(=[O:14])=[O:13])[CH:8]=[CH:7][C:3]=1[C:4]([OH:6])=[O:5].[CH2:23]([N:30]1[CH2:34][CH2:33][CH:32](O)[CH2:31]1)[C:24]1[CH:29]=[CH:28][CH:27]=[CH:26][CH:25]=1. (5) Given the product [OH:8][CH2:9][CH2:10][CH:11]1[C:16]2[S:17][C:18]([C:20]([NH2:22])=[O:21])=[CH:19][C:15]=2[CH2:14][CH2:13][O:12]1, predict the reactants needed to synthesize it. The reactants are: [Si]([O:8][CH2:9][CH2:10][CH:11]1[C:16]2[S:17][C:18]([C:20]([NH2:22])=[O:21])=[CH:19][C:15]=2[CH2:14][CH2:13][O:12]1)(C(C)(C)C)(C)C.[F-].C([N+](CCCC)(CCCC)CCCC)CCC. (6) Given the product [CH:13]1([O:17][C:2]([N:28]2[CH2:29][CH2:30][N:25]([C:31]([O:33][CH2:34][C:35]3[CH:40]=[CH:39][CH:38]=[CH:37][CH:36]=3)=[O:32])[CH2:26][CH2:27]2)=[O:4])[CH2:16][CH2:15][CH2:14]1, predict the reactants needed to synthesize it. The reactants are: Cl[C:2](Cl)([O:4]C(=O)OC(Cl)(Cl)Cl)Cl.[CH:13]1([OH:17])[CH2:16][CH2:15][CH2:14]1.C(N(CC)CC)C.[N:25]1([C:31]([O:33][CH2:34][C:35]2[CH:40]=[CH:39][CH:38]=[CH:37][CH:36]=2)=[O:32])[CH2:30][CH2:29][NH:28][CH2:27][CH2:26]1.